Predict the reactants needed to synthesize the given product. From a dataset of Full USPTO retrosynthesis dataset with 1.9M reactions from patents (1976-2016). (1) Given the product [C:29]([C:2]1[CH:11]=[CH:10][CH:9]=[C:8]2[C:3]=1[C:4](=[O:28])[N:5]([C:23]1[CH:27]=[CH:26][NH:25][N:24]=1)[C:6]([C@@H:12]([NH:15][C:16](=[O:22])[O:17][C:18]([CH3:21])([CH3:20])[CH3:19])[CH2:13][CH3:14])=[N:7]2)#[N:30], predict the reactants needed to synthesize it. The reactants are: Br[C:2]1[CH:11]=[CH:10][CH:9]=[C:8]2[C:3]=1[C:4](=[O:28])[N:5]([C:23]1[CH:27]=[CH:26][NH:25][N:24]=1)[C:6]([C@@H:12]([NH:15][C:16](=[O:22])[O:17][C:18]([CH3:21])([CH3:20])[CH3:19])[CH2:13][CH3:14])=[N:7]2.[CH3:29][N:30]1C(=O)CCC1. (2) Given the product [CH3:1][O:2][C:3]([C:4]1[C:9]([NH:10][C:11]2[CH:16]=[CH:15][C:14]([Br:17])=[CH:13][C:12]=2[Cl:18])=[C:8]([Cl:19])[C:7]2[N:6]([C:23]([CH:24]=[O:25])=[CH:26][N:20]=2)[CH:5]=1)=[O:21], predict the reactants needed to synthesize it. The reactants are: [CH3:1][O:2][C:3](=[O:21])[C:4]1[C:9]([NH:10][C:11]2[CH:16]=[CH:15][C:14]([Br:17])=[CH:13][C:12]=2[Cl:18])=[C:8]([Cl:19])[C:7]([NH2:20])=[N:6][CH:5]=1.Cl[CH:23]([CH:26]=O)[CH:24]=[O:25].